This data is from Peptide-MHC class II binding affinity with 134,281 pairs from IEDB. The task is: Regression. Given a peptide amino acid sequence and an MHC pseudo amino acid sequence, predict their binding affinity value. This is MHC class II binding data. (1) The peptide sequence is PASWKNNRIWLQFAK. The MHC is HLA-DPA10201-DPB10501 with pseudo-sequence HLA-DPA10201-DPB10501. The binding affinity (normalized) is 0.467. (2) The peptide sequence is AAGGWDSLAAELATT. The MHC is DRB1_0701 with pseudo-sequence DRB1_0701. The binding affinity (normalized) is 0.315.